From a dataset of Full USPTO retrosynthesis dataset with 1.9M reactions from patents (1976-2016). Predict the reactants needed to synthesize the given product. (1) Given the product [F:14][C:8]1[CH:7]=[C:6]2[C:11]([C:2]([NH:30][C:27]3[CH:26]=[CH:25][C:24]([S:23][C:18]4[CH:19]=[CH:20][CH:21]=[CH:22][N:17]=4)=[CH:29][CH:28]=3)=[C:3]([C:15]#[N:16])[CH:4]=[N:5]2)=[CH:10][C:9]=1[O:12][CH3:13], predict the reactants needed to synthesize it. The reactants are: Cl[C:2]1[C:11]2[C:6](=[CH:7][C:8]([F:14])=[C:9]([O:12][CH3:13])[CH:10]=2)[N:5]=[CH:4][C:3]=1[C:15]#[N:16].[N:17]1[CH:22]=[CH:21][CH:20]=[CH:19][C:18]=1[S:23][C:24]1[CH:29]=[CH:28][C:27]([NH2:30])=[CH:26][CH:25]=1.Cl.N1C=CC=CC=1. (2) Given the product [CH3:1][O:2][C:3]1[CH:4]=[C:5]2[C:10](=[CH:11][C:12]=1[O:13][CH3:14])[N:9]=[C:8]([N:15]([CH3:16])[CH2:17][C:18]1([C:24]3[CH:29]=[CH:28][CH:27]=[CH:26][CH:25]=3)[CH2:19][CH2:20][N:21]([C:32]3[CH:37]=[CH:36][CH:35]=[CH:34][N:33]=3)[CH2:22][CH2:23]1)[N:7]=[C:6]2[NH2:30], predict the reactants needed to synthesize it. The reactants are: [CH3:1][O:2][C:3]1[CH:4]=[C:5]2[C:10](=[CH:11][C:12]=1[O:13][CH3:14])[N:9]=[C:8]([N:15]([CH2:17][C:18]1([C:24]3[CH:29]=[CH:28][CH:27]=[CH:26][CH:25]=3)[CH2:23][CH2:22][NH:21][CH2:20][CH2:19]1)[CH3:16])[N:7]=[C:6]2[NH2:30].Cl[C:32]1[CH:37]=[CH:36][CH:35]=[CH:34][N:33]=1.